This data is from Forward reaction prediction with 1.9M reactions from USPTO patents (1976-2016). The task is: Predict the product of the given reaction. (1) The product is: [C:1]([O:5][C:6]([N:8]1[CH2:13][CH2:12][C:11](=[CH:14][CH2:15][OH:16])[CH2:10][CH2:9]1)=[O:7])([CH3:4])([CH3:3])[CH3:2]. Given the reactants [C:1]([O:5][C:6]([N:8]1[CH2:13][CH2:12][C:11](=[CH:14][C:15](OCC)=[O:16])[CH2:10][CH2:9]1)=[O:7])([CH3:4])([CH3:3])[CH3:2].CC(C[AlH]CC(C)C)C.CO.O, predict the reaction product. (2) Given the reactants [Br:1][C:2]1[CH:10]=[CH:9][C:5]([C:6](Cl)=[O:7])=[CH:4][C:3]=1[CH3:11].[CH3:12][O:13][C:14](=[O:20])[CH:15]=[C:16]([NH:18][CH3:19])[CH3:17].N1C=CC=CC=1.Cl.N1C=CC=CC=1, predict the reaction product. The product is: [CH3:12][O:13][C:14](=[O:20])[CH:15]([C:6](=[O:7])[C:5]1[CH:9]=[CH:10][C:2]([Br:1])=[C:3]([CH3:11])[CH:4]=1)/[C:16](=[N:18]/[CH3:19])/[CH3:17]. (3) Given the reactants [Br-].[CH2:2]([O:4][C:5]([NH:7][C:8]1[CH:13]=[CH:12][N+:11]([CH2:14][C:15]([C:17]2[CH:22]=[CH:21][C:20]([N+:23]([O-:25])=[O:24])=[C:19]([O:26][CH3:27])[CH:18]=2)=[O:16])=[CH:10][CH:9]=1)=[O:6])[CH3:3].[C:28]([O:33][CH2:34][C:35]1[CH:40]=[CH:39][CH:38]=[CH:37][CH:36]=1)(=[O:32])/[CH:29]=[CH:30]/[CH3:31], predict the reaction product. The product is: [CH2:2]([O:4][C:5]([NH:7][C:8]1[CH:13]=[CH:12][N:11]2[C:10]([CH:9]=1)=[C:29]([C:28]([O:33][CH2:34][C:35]1[CH:40]=[CH:39][CH:38]=[CH:37][CH:36]=1)=[O:32])[C:30]([CH3:31])=[C:14]2[C:15](=[O:16])[C:17]1[CH:22]=[CH:21][C:20]([N+:23]([O-:25])=[O:24])=[C:19]([O:26][CH3:27])[CH:18]=1)=[O:6])[CH3:3]. (4) Given the reactants [CH2:1]([O:8][C:9](=[O:26])[NH:10][C:11]1[CH:16]=[CH:15][C:14]([O:17][Si:18]([C:21]([CH3:24])([CH3:23])[CH3:22])([CH3:20])[CH3:19])=[CH:13][C:12]=1[CH3:25])[C:2]1[CH:7]=[CH:6][CH:5]=[CH:4][CH:3]=1.[H-].[Na+].I[CH3:30], predict the reaction product. The product is: [CH2:1]([O:8][C:9](=[O:26])[N:10]([C:11]1[CH:16]=[CH:15][C:14]([O:17][Si:18]([C:21]([CH3:22])([CH3:23])[CH3:24])([CH3:19])[CH3:20])=[CH:13][C:12]=1[CH3:25])[CH3:30])[C:2]1[CH:3]=[CH:4][CH:5]=[CH:6][CH:7]=1. (5) Given the reactants [NH2:1][CH2:2][CH2:3][CH2:4][O:5][C:6]1[CH:33]=[CH:32][C:9]2[CH2:10][C@@H:11]([CH2:27][C:28]([O:30][CH3:31])=[O:29])[C:12](=[O:26])[N:13]([CH2:15][C:16]3[CH:21]=[CH:20][C:19]([C:22]([F:25])([F:24])[F:23])=[CH:18][CH:17]=3)[CH2:14][C:8]=2[CH:7]=1.Br[C:35]1[N:40]=[CH:39][CH:38]=[CH:37][N:36]=1.C(N(C(C)C)CC)(C)C, predict the reaction product. The product is: [O:26]=[C:12]1[C@H:11]([CH2:27][C:28]([O:30][CH3:31])=[O:29])[CH2:10][C:9]2[CH:32]=[CH:33][C:6]([O:5][CH2:4][CH2:3][CH2:2][NH:1][C:35]3[N:40]=[CH:39][CH:38]=[CH:37][N:36]=3)=[CH:7][C:8]=2[CH2:14][N:13]1[CH2:15][C:16]1[CH:21]=[CH:20][C:19]([C:22]([F:25])([F:24])[F:23])=[CH:18][CH:17]=1.